From a dataset of Full USPTO retrosynthesis dataset with 1.9M reactions from patents (1976-2016). Predict the reactants needed to synthesize the given product. (1) Given the product [F:20][C:14]1[CH:15]=[CH:16][CH:17]=[C:18]([F:19])[C:13]=1[N:10]1[C:5]2[N:6]([CH3:9])[C:7](=[O:8])[C:2]([C:35]3[CH:34]=[C:29]([CH:28]=[CH:27][C:26]=3[CH2:25][OH:24])[C:30]([OH:32])=[O:31])=[CH:3][C:4]=2[CH:12]=[N:11]1, predict the reactants needed to synthesize it. The reactants are: Br[C:2]1[C:7](=[O:8])[N:6]([CH3:9])[C:5]2[N:10]([C:13]3[C:18]([F:19])=[CH:17][CH:16]=[CH:15][C:14]=3[F:20])[N:11]=[CH:12][C:4]=2[CH:3]=1.C([O:24][CH2:25][C:26]1[CH:35]=[CH:34][C:29]([C:30]([O:32]C)=[O:31])=[CH:28][C:27]=1B1OC(C)(C)C(C)(C)O1)(=O)C.O1CCOCC1.C([O-])([O-])=O.[Na+].[Na+]. (2) Given the product [C:1]([N:5]1[C:9]2=[N:10][CH:11]=[N:12][C:13]([NH:14][C:23]([NH:22][C:25]3[CH:30]=[CH:29][CH:28]=[CH:27][CH:26]=3)=[O:24])=[C:8]2[C:7]([C:15]2[CH:16]=[CH:17][C:18]([Cl:21])=[CH:19][CH:20]=2)=[N:6]1)([CH3:4])([CH3:2])[CH3:3], predict the reactants needed to synthesize it. The reactants are: [C:1]([N:5]1[C:9]2=[N:10][CH:11]=[N:12][C:13]([NH2:14])=[C:8]2[C:7]([C:15]2[CH:20]=[CH:19][C:18]([Cl:21])=[CH:17][CH:16]=2)=[N:6]1)([CH3:4])([CH3:3])[CH3:2].[N-:22]=[C:23]=[O:24].[CH:25]1[CH:30]=[CH:29][CH:28]=[CH:27][CH:26]=1. (3) Given the product [NH2:25][CH:20]1[C:19]2[CH:18]=[N:17][CH:16]=[C:15]([N:6]3[CH:5]([CH2:12][CH3:13])[C:4]4[C:8](=[CH:9][CH:10]=[C:2]([Cl:1])[CH:3]=4)[C:7]3=[O:11])[C:24]=2[CH2:23][CH2:22][CH2:21]1, predict the reactants needed to synthesize it. The reactants are: [Cl:1][C:2]1[CH:3]=[C:4]2[C:8](=[CH:9][CH:10]=1)[C:7](=[O:11])[NH:6][CH:5]2[CH2:12][CH3:13].Br[C:15]1[C:24]2[CH2:23][CH2:22][CH2:21][CH:20]([NH2:25])[C:19]=2[CH:18]=[N:17][CH:16]=1.[C@H]1(N)CCCC[C@@H]1N.